From a dataset of CYP2C19 inhibition data for predicting drug metabolism from PubChem BioAssay. Regression/Classification. Given a drug SMILES string, predict its absorption, distribution, metabolism, or excretion properties. Task type varies by dataset: regression for continuous measurements (e.g., permeability, clearance, half-life) or binary classification for categorical outcomes (e.g., BBB penetration, CYP inhibition). Dataset: cyp2c19_veith. The compound is OC[C@H](CCc1c[nH]c2ccccc12)c1c[nH]c2ccccc12. The result is 1 (inhibitor).